Dataset: Forward reaction prediction with 1.9M reactions from USPTO patents (1976-2016). Task: Predict the product of the given reaction. (1) Given the reactants [C:1]1(=[O:39])[N:5]([CH2:6][C:7](=[O:33])[CH2:8][NH:9][C@@H:10]([C:14]2[O:15][C:16]3[C:21]([C:22](=[O:31])[C:23]=2[CH2:24][C:25]2[CH:30]=[CH:29][CH:28]=[CH:27][CH:26]=2)=[CH:20][CH:19]=[C:18]([Cl:32])[CH:17]=3)[CH:11]([CH3:13])[CH3:12])[C:4](=[O:34])[C:3]2=[CH:35][CH:36]=[CH:37][CH:38]=[C:2]12.CCN(CC)CC.[C:47]1([CH3:56])[C:48]([C:53](Cl)=[O:54])=[CH:49][CH:50]=[CH:51][CH:52]=1, predict the reaction product. The product is: [C:47]1([CH3:56])[C:48]([C:53]([N:9]([CH2:8][C:7](=[O:33])[CH2:6][N:5]2[C:4](=[O:34])[C:3]3=[CH:35][CH:36]=[CH:37][CH:38]=[C:2]3[C:1]2=[O:39])[C@@H:10]([C:14]2[O:15][C:16]3[C:21]([C:22](=[O:31])[C:23]=2[CH2:24][C:25]2[CH:26]=[CH:27][CH:28]=[CH:29][CH:30]=2)=[CH:20][CH:19]=[C:18]([Cl:32])[CH:17]=3)[CH:11]([CH3:13])[CH3:12])=[O:54])=[CH:49][CH:50]=[CH:51][CH:52]=1. (2) Given the reactants [NH:1]1[C:5]2([CH2:10][CH2:9][NH:8][CH2:7][CH2:6]2)[C:4](=[O:11])[NH:3][CH2:2]1.Cl[C:13]1[N:18]=[C:17]([CH3:19])[CH:16]=[C:15]([CH3:20])[N:14]=1.CCN(C(C)C)C(C)C, predict the reaction product. The product is: [CH3:20][C:15]1[CH:16]=[C:17]([CH3:19])[N:18]=[C:13]([N:8]2[CH2:7][CH2:6][C:5]3([NH:1][CH2:2][NH:3][C:4]3=[O:11])[CH2:10][CH2:9]2)[N:14]=1. (3) Given the reactants [CH3:1][N:2]1[C:7]2[CH:8]=[CH:9][CH:10]=[CH:11][C:6]=2[O:5][CH:4]([CH2:12][OH:13])[CH2:3]1.C(N(CC)CC)C.[CH3:21][S:22](Cl)(=[O:24])=[O:23].O, predict the reaction product. The product is: [CH3:21][S:22]([O:13][CH2:12][CH:4]1[CH2:3][N:2]([CH3:1])[C:7]2[CH:8]=[CH:9][CH:10]=[CH:11][C:6]=2[O:5]1)(=[O:24])=[O:23].